This data is from Forward reaction prediction with 1.9M reactions from USPTO patents (1976-2016). The task is: Predict the product of the given reaction. Given the reactants F[C:2]1[CH:7]=[CH:6][C:5]([N+:8]([O-:10])=[O:9])=[CH:4][CH:3]=1.[OH:11][C:12]1[CH:13]=[N:14][CH:15]=[CH:16][CH:17]=1.C(=O)([O-])[O-].[K+].[K+].O, predict the reaction product. The product is: [N+:8]([C:5]1[CH:6]=[CH:7][C:2]([O:11][C:12]2[CH:13]=[N:14][CH:15]=[CH:16][CH:17]=2)=[CH:3][CH:4]=1)([O-:10])=[O:9].